Dataset: Forward reaction prediction with 1.9M reactions from USPTO patents (1976-2016). Task: Predict the product of the given reaction. (1) Given the reactants [OH:1][C@H:2]([CH2:7][OH:8])[C:3]([O:5][CH3:6])=[O:4].C(N(CC)CC)C.[Si:16](Cl)([C:19]([CH3:22])([CH3:21])[CH3:20])([CH3:18])[CH3:17].[Cl-].[NH4+], predict the reaction product. The product is: [Si:16]([O:8][CH2:7][C@@H:2]([OH:1])[C:3]([O:5][CH3:6])=[O:4])([C:19]([CH3:22])([CH3:21])[CH3:20])([CH3:18])[CH3:17]. (2) Given the reactants Cl.[CH3:2][O:3][C:4]1[CH:5]=[C:6]2[C:11](=[CH:12][C:13]=1[O:14][CH2:15]N1CCCCC1)[N:10]=[CH:9][N:8]([CH2:22][O:23][C:24](=[O:29])[C:25]([CH3:28])([CH3:27])[CH3:26])[C:7]2=[O:30].[CH2:31]([N:33]([CH2:36][CH3:37])[CH2:34][CH3:35])[CH3:32].[C:38](=O)([O-])[O-].[K+].[K+].[CH:44]([S:46](C)(=[O:48])=[O:47])=C, predict the reaction product. The product is: [CH3:2][O:3][C:4]1[CH:5]=[C:6]2[C:11](=[CH:12][C:13]=1[O:14][CH2:15][CH:38]1[CH2:35][CH2:34][N:33]([CH2:36][CH2:37][S:46]([CH3:44])(=[O:48])=[O:47])[CH2:31][CH2:32]1)[N:10]=[CH:9][N:8]([CH2:22][O:23][C:24](=[O:29])[C:25]([CH3:27])([CH3:28])[CH3:26])[C:7]2=[O:30]. (3) Given the reactants [CH:1]([O:4][C:5]1[CH:13]=[CH:12][C:8]([C:9]([OH:11])=O)=[CH:7][C:6]=1[C:14]([F:17])([F:16])[F:15])([CH3:3])[CH3:2].C1C=CC2N(O)N=NC=2C=1.CCN=C=NCCCN(C)C.[OH:39][C:40]1(O)[C:48]2[CH:47]=[CH:46][CH:45]=[C:44]([C:49](=[NH:51])[NH2:50])[C:43]=2[CH2:42][CH2:41]1.[Na+].[Cl-], predict the reaction product. The product is: [CH:1]([O:4][C:5]1[CH:13]=[CH:12][C:8]([C:9]2[O:11][N:51]=[C:49]([C:44]3[CH:45]=[CH:46][CH:47]=[C:48]4[C:43]=3[CH2:42][CH2:41][CH:40]4[OH:39])[N:50]=2)=[CH:7][C:6]=1[C:14]([F:17])([F:16])[F:15])([CH3:2])[CH3:3]. (4) Given the reactants [NH2:1][CH:2]1[CH:8]=[C:7]([C:9]2[CH:14]=[CH:13][CH:12]=[CH:11][CH:10]=2)[CH:6]=[CH:5][N:4]([CH3:15])[C:3]1=[O:16].[C:17]([O:21][C:22]([NH:24][C@H:25]([C:27](O)=[O:28])[CH3:26])=[O:23])([CH3:20])([CH3:19])[CH3:18].O.OC1C2N=NNC=2C=CC=1.C(N(C(C)C)CC)(C)C.Cl.CN(C)CCCN=C=NCC, predict the reaction product. The product is: [C:17]([O:21][C:22](=[O:23])[NH:24][C@H:25]([C:27](=[O:28])[NH:1][CH:2]1[CH:8]=[C:7]([C:9]2[CH:10]=[CH:11][CH:12]=[CH:13][CH:14]=2)[CH:6]=[CH:5][N:4]([CH3:15])[C:3]1=[O:16])[CH3:26])([CH3:18])([CH3:19])[CH3:20]. (5) Given the reactants [NH2:1][CH:2]([CH2:12][C:13]1[CH:18]=[CH:17][CH:16]=[C:15]([O:19][C:20]([F:25])([F:24])[CH:21]([F:23])[F:22])[CH:14]=1)[CH:3]([C:5]1[CH:10]=[CH:9][N:8]=[C:7]([F:11])[CH:6]=1)[OH:4].[C:26]1([C:37](O)=[O:38])[CH:27]=[CH:28][CH:29]=[C:30]2[CH2:36][CH2:35][CH2:34][CH:33]=[CH:32][C:31]=12.Cl.C(N=C=NCCCN(C)C)C.ON1C2C=CC=CC=2N=N1, predict the reaction product. The product is: [F:11][C:7]1[CH:6]=[C:5]([CH:3]([OH:4])[CH:2]([NH:1][C:37]([C:26]2[CH:27]=[CH:28][CH:29]=[C:30]3[CH2:36][CH2:35][CH2:34][CH:33]=[CH:32][C:31]=23)=[O:38])[CH2:12][C:13]2[CH:18]=[CH:17][CH:16]=[C:15]([O:19][C:20]([F:24])([F:25])[CH:21]([F:22])[F:23])[CH:14]=2)[CH:10]=[CH:9][N:8]=1. (6) Given the reactants CS(C)=O.C(Cl)(=O)C(Cl)=O.[CH3:11][C:12]1[N:16]([C:17]2[CH:22]=[CH:21][CH:20]=[CH:19][N:18]=2)[N:15]=[CH:14][C:13]=1[CH2:23][OH:24].C(N(CC)CC)C, predict the reaction product. The product is: [CH3:11][C:12]1[N:16]([C:17]2[CH:22]=[CH:21][CH:20]=[CH:19][N:18]=2)[N:15]=[CH:14][C:13]=1[CH:23]=[O:24]. (7) Given the reactants [F:1][C:2]1[CH:3]=[C:4]([CH:7]=[CH:8][C:9]=1[O:10][CH2:11][CH2:12][C:13]1[N:14]=[C:15]([C:19]2[CH:24]=[CH:23][CH:22]=[CH:21][CH:20]=2)[O:16][C:17]=1[CH3:18])C=O.[Cl-].C([O:33][C:34]([CH:36]([P+](C1C=CC=CC=1)(C1C=CC=CC=1)C1C=CC=CC=1)[O:37][CH2:38][CH3:39])=[O:35])C1C=CC=CC=1.[Cl-].[CH2:60](OC(C([P+](C1C=CC=CC=1)(C1C=CC=CC=1)C1C=CC=CC=1)OC)=O)C1C=CC=CC=1, predict the reaction product. The product is: [CH2:38]([O:37][CH:36]([CH2:60][C:4]1[CH:7]=[CH:8][C:9]([O:10][CH2:11][CH2:12][C:13]2[N:14]=[C:15]([C:19]3[CH:20]=[CH:21][CH:22]=[CH:23][CH:24]=3)[O:16][C:17]=2[CH3:18])=[C:2]([F:1])[CH:3]=1)[C:34]([OH:33])=[O:35])[CH3:39].